Dataset: Forward reaction prediction with 1.9M reactions from USPTO patents (1976-2016). Task: Predict the product of the given reaction. (1) Given the reactants Cl.[NH2:2][CH2:3][C:4]([N:6]1[CH2:11][CH2:10][O:9][CH2:8][CH2:7]1)=[O:5].Br[C:13]1[CH:17]=[C:16]([C:18]#[C:19][C:20]([CH3:23])([CH3:22])[CH3:21])[S:15][C:14]=1[C:24]([O:26][CH3:27])=[O:25].C([O-])([O-])=O.[Cs+].[Cs+].C1(P(C2CCCCC2)C2C=CC=CC=2C2C(OC)=CC=CC=2OC)CCCCC1, predict the reaction product. The product is: [CH3:21][C:20]([CH3:23])([CH3:22])[C:19]#[C:18][C:16]1[S:15][C:14]([C:24]([O:26][CH3:27])=[O:25])=[C:13]([NH:2][CH2:3][C:4]([N:6]2[CH2:11][CH2:10][O:9][CH2:8][CH2:7]2)=[O:5])[CH:17]=1. (2) Given the reactants [OH-].[K+].[N:3]1[CH:4]=[C:5](/[CH:12]=[CH:13]/[C:14]([O:16]CC)=[O:15])[N:6]2[CH:11]=[CH:10][CH:9]=[CH:8][C:7]=12, predict the reaction product. The product is: [N:3]1[CH:4]=[C:5](/[CH:12]=[CH:13]/[C:14]([OH:16])=[O:15])[N:6]2[CH:11]=[CH:10][CH:9]=[CH:8][C:7]=12.